Dataset: Catalyst prediction with 721,799 reactions and 888 catalyst types from USPTO. Task: Predict which catalyst facilitates the given reaction. Reactant: [O:1]1[CH2:6][CH2:5][N:4]([CH2:7][C:8]([O:10]C(C)(C)C)=[O:9])[CH2:3][CH2:2]1.[ClH:15]. Product: [ClH:15].[O:1]1[CH2:6][CH2:5][N:4]([CH2:7][C:8]([OH:10])=[O:9])[CH2:3][CH2:2]1. The catalyst class is: 472.